From a dataset of NCI-60 drug combinations with 297,098 pairs across 59 cell lines. Regression. Given two drug SMILES strings and cell line genomic features, predict the synergy score measuring deviation from expected non-interaction effect. Drug 1: C1CC(=O)NC(=O)C1N2CC3=C(C2=O)C=CC=C3N. Drug 2: C(CN)CNCCSP(=O)(O)O. Cell line: UO-31. Synergy scores: CSS=0.640, Synergy_ZIP=-0.292, Synergy_Bliss=1.88, Synergy_Loewe=0.161, Synergy_HSA=0.340.